Predict the reactants needed to synthesize the given product. From a dataset of Full USPTO retrosynthesis dataset with 1.9M reactions from patents (1976-2016). (1) Given the product [CH:1]1([CH2:4][S:5][CH2:6][CH2:7][N:8]2[C:13](=[O:14])[C:12]([C:15]([C:27]3[C:28](=[O:32])[CH2:29][CH2:30][CH2:31][C:26]=3[OH:33])=[O:17])=[N:11][N:10]([CH3:18])[C:9]2=[O:19])[CH2:2][CH2:3]1, predict the reactants needed to synthesize it. The reactants are: [CH:1]1([CH2:4][S:5][CH2:6][CH2:7][N:8]2[C:13](=[O:14])[C:12]([C:15]([OH:17])=O)=[N:11][N:10]([CH3:18])[C:9]2=[O:19])[CH2:3][CH2:2]1.C(Cl)(=O)C(Cl)=O.[C:26]1(=[O:33])[CH2:31][CH2:30][CH2:29][C:28](=[O:32])[CH2:27]1.C(N(CC)CC)C.CC(C)(O)C#N. (2) Given the product [CH2:71]([N:69]1[CH:70]=[C:66]([C:2]2[C:10]3[C:5](=[N:6][CH:7]=[C:8]([C:11]4[CH:12]=[N:13][N:14]([CH3:17])[C:15]=4[CH3:16])[N:9]=3)[NH:4][CH:3]=2)[CH:67]=[N:68]1)[C:72]1[CH:77]=[CH:76][CH:75]=[CH:74][CH:73]=1.[CH2:71]([N:69]1[CH:70]=[C:66]([C:29]2[C:37]3[C:32](=[N:33][CH:34]=[C:35]([C:38]4[C:39]([CH3:45])=[N:40][N:41]([CH3:44])[C:42]=4[CH3:43])[N:36]=3)[NH:31][CH:30]=2)[CH:67]=[N:68]1)[C:72]1[CH:77]=[CH:76][CH:75]=[CH:74][CH:73]=1.[CH2:71]([N:69]1[CH:70]=[C:66]([C:63]2[N:64]=[C:65]3[C:57]([C:38]4[CH:39]=[N:40][N:41]([CH2:25][C:24]5[CH:23]=[CH:22][CH:21]=[CH:27][CH:26]=5)[CH:42]=4)=[CH:58][NH:59][C:60]3=[N:61][CH:62]=2)[CH:67]=[N:68]1)[C:72]1[CH:73]=[CH:74][CH:75]=[CH:76][CH:77]=1, predict the reactants needed to synthesize it. The reactants are: I[C:2]1[C:10]2[C:5](=[N:6][CH:7]=[C:8]([C:11]3[CH:12]=[N:13][N:14]([CH3:17])[C:15]=3[CH3:16])[N:9]=2)[N:4](S([C:21]2[CH:27]=[CH:26][C:24]([CH3:25])=[CH:23][CH:22]=2)(=O)=O)[CH:3]=1.I[C:29]1[C:37]2[C:32](=[N:33][CH:34]=[C:35]([C:38]3[C:39]([CH3:45])=[N:40][N:41]([CH3:44])[C:42]=3[CH3:43])[N:36]=2)[N:31](S(C2C=CC(C)=CC=2)(=O)=O)[CH:30]=1.I[C:57]1[C:65]2[C:60](=[N:61][CH:62]=[C:63]([C:66]3[CH:67]=[N:68][N:69]([CH2:71][C:72]4[CH:77]=[CH:76][CH:75]=[CH:74][CH:73]=4)[CH:70]=3)[N:64]=2)[N:59](S(C2C=CC(C)=CC=2)(=O)=O)[CH:58]=1. (3) Given the product [NH2:1][C:2]1[CH:7]=[CH:6][CH:5]=[CH:4][C:3]=1[NH:8][C:9]([C:11]1[S:19][C:18]2[CH2:17][CH2:16][N:15]([C:30]([O:31][C:32]3[CH:37]=[CH:36][C:35]([O:38][CH3:39])=[C:34]([O:40][CH3:41])[CH:33]=3)=[O:29])[CH2:14][C:13]=2[CH:12]=1)=[O:10], predict the reactants needed to synthesize it. The reactants are: [NH2:1][C:2]1[CH:7]=[CH:6][CH:5]=[CH:4][C:3]=1[NH:8][C:9]([C:11]1[S:19][C:18]2[CH2:17][CH2:16][NH:15][CH2:14][C:13]=2[CH:12]=1)=[O:10].[N+](C1C=CC([O:29][C:30](=O)[O:31][C:32]2[CH:37]=[CH:36][C:35]([O:38][CH3:39])=[C:34]([O:40][CH3:41])[CH:33]=2)=CC=1)([O-])=O.CCN(CC)CC. (4) Given the product [NH2:29][CH2:25][C@@H:23]([OH:24])[CH2:22][O:21][C:17]1[C:18]([CH3:20])=[CH:19][C:14]([C:11]2[N:10]=[C:9]([C:7]3[CH:6]=[C:5]([CH3:28])[N:4]=[C:3]([CH2:1][CH3:2])[CH:8]=3)[O:13][N:12]=2)=[CH:15][C:16]=1[CH2:26][CH3:27], predict the reactants needed to synthesize it. The reactants are: [CH2:1]([C:3]1[CH:8]=[C:7]([C:9]2[O:13][N:12]=[C:11]([C:14]3[CH:19]=[C:18]([CH3:20])[C:17]([O:21][CH2:22][C@@H:23]4[CH2:25][O:24]4)=[C:16]([CH2:26][CH3:27])[CH:15]=3)[N:10]=2)[CH:6]=[C:5]([CH3:28])[N:4]=1)[CH3:2].[NH3:29]. (5) Given the product [CH:1]1([C:6]2[CH:15]=[C:14]3[C:9]([C:10](=[O:18])[CH2:11][C:12]([CH3:16])([CH3:17])[O:13]3)=[C:8]([OH:19])[C:7]=2[C:21](=[O:32])[C:22]2[CH:27]=[CH:26][C:25]([C:28]([F:29])([F:30])[F:31])=[CH:24][CH:23]=2)[CH2:2][CH2:3][CH2:4][CH2:5]1, predict the reactants needed to synthesize it. The reactants are: [CH:1]1([C:6]2[CH:15]=[C:14]3[C:9]([C:10](=[O:18])[CH2:11][C:12]([CH3:17])([CH3:16])[O:13]3)=[C:8]([O:19]C)[C:7]=2[C:21](=[O:32])[C:22]2[CH:27]=[CH:26][C:25]([C:28]([F:31])([F:30])[F:29])=[CH:24][CH:23]=2)[CH2:5][CH2:4][CH2:3][CH2:2]1.ClCCl.B(Br)(Br)Br.